Dataset: Reaction yield outcomes from USPTO patents with 853,638 reactions. Task: Predict the reaction yield, written as a fraction of the theoretical maximum amount of product (1.0 means a 100% yield; for example, 0.34 means a 34% yield). (1) The reactants are C(O)(C(F)(F)F)=O.O[CH2:9][CH2:10][C:11]1[CH:16]=[CH:15][C:14]([O:17][C:18](=[O:27])[N:19]([CH3:26])[C:20]2[CH:25]=[CH:24][CH:23]=[CH:22][CH:21]=2)=[CH:13][CH:12]=1.[SH:28][C:29]1[CH:34]=[CH:33][N:32]=[CH:31][CH:30]=1. No catalyst specified. The product is [N:32]1[CH:33]=[CH:34][C:29]([S:28][CH2:9][CH2:10][C:11]2[CH:16]=[CH:15][C:14]([O:17][C:18](=[O:27])[N:19]([CH3:26])[C:20]3[CH:25]=[CH:24][CH:23]=[CH:22][CH:21]=3)=[CH:13][CH:12]=2)=[CH:30][CH:31]=1. The yield is 0.0500. (2) The reactants are [C:1]([OH:7])(=[O:6])[CH2:2][C:3]([OH:5])=[O:4].[CH2:8](O)[C:9]([CH3:12])([CH3:11])[CH3:10].S(=O)(=O)(O)O.O. The catalyst is C1(C)C=CC=CC=1. The product is [C:1]([O:7][CH2:8][C:9]([CH3:12])([CH3:11])[CH3:10])(=[O:6])[CH2:2][C:3]([O:5][CH2:8][C:9]([CH3:12])([CH3:11])[CH3:10])=[O:4]. The yield is 0.940. (3) The reactants are [Cl:1][C:2]1[CH:7]=[C:6](I)[C:5]([C:9]([F:12])([F:11])[F:10])=[CH:4][N:3]=1.[NH2:13][C:14]1[CH:23]=[CH:22][CH:21]=[CH:20][C:15]=1[C:16]([NH:18][CH3:19])=[O:17].C(=O)([O-])[O-].[Cs+].[Cs+].C1(P(C2C=CC=CC=2)C2C=CC3C(=CC=CC=3)C=2C2C3C(=CC=CC=3)C=CC=2P(C2C=CC=CC=2)C2C=CC=CC=2)C=CC=CC=1. The catalyst is C([O-])(=O)C.[Pd+2].C([O-])(=O)C.C1(C)C=CC=CC=1. The product is [Cl:1][C:2]1[CH:7]=[C:6]([NH:13][C:14]2[CH:23]=[CH:22][CH:21]=[CH:20][C:15]=2[C:16]([NH:18][CH3:19])=[O:17])[C:5]([C:9]([F:12])([F:11])[F:10])=[CH:4][N:3]=1. The yield is 0.190. (4) The reactants are C(OC([N:8]1[C:13]2[CH:14]=[C:15]([Cl:23])[C:16]([N:18]3[CH:22]=[CH:21][N:20]=[N:19]3)=[CH:17][C:12]=2[O:11][CH:10]([C:24]([N:26]2[CH2:31][CH2:30][C:29]([C:40]#[N:41])([CH2:32][C:33]3[CH:38]=[CH:37][C:36]([F:39])=[CH:35][CH:34]=3)[CH2:28][CH2:27]2)=[O:25])[CH2:9]1)=O)(C)(C)C.FC(F)(F)C(O)=O. The catalyst is C(Cl)Cl. The product is [Cl:23][C:15]1[C:16]([N:18]2[CH:22]=[CH:21][N:20]=[N:19]2)=[CH:17][C:12]2[O:11][CH:10]([C:24]([N:26]3[CH2:27][CH2:28][C:29]([CH2:32][C:33]4[CH:34]=[CH:35][C:36]([F:39])=[CH:37][CH:38]=4)([C:40]#[N:41])[CH2:30][CH2:31]3)=[O:25])[CH2:9][NH:8][C:13]=2[CH:14]=1. The yield is 0.605. (5) The reactants are [CH3:1][C:2]1[CH:3]=[C:4]([OH:24])[CH:5]=[C:6]([CH3:23])[C:7]=1[CH2:8][C:9]1[CH:14]=[CH:13][C:12](COCOC)=[C:11]([CH:20]([CH3:22])[CH3:21])[CH:10]=1.[C:25]([O-:28])([O-])=[O:26].[Cs+].[Cs+].[Br:31][CH2:32][CH2:33]Br.[CH3:35]N(C=O)C. The product is [Br:31][CH2:32][CH2:33][O:24][C:4]1[CH:5]=[C:6]([CH3:23])[C:7]([CH2:8][C:9]2[CH:14]=[CH:13][C:12]([O:26][CH2:25][O:28][CH3:35])=[C:11]([CH:20]([CH3:21])[CH3:22])[CH:10]=2)=[C:2]([CH3:1])[CH:3]=1. The catalyst is C(OCC)(=O)C. The yield is 0.160.